From a dataset of Reaction yield outcomes from USPTO patents with 853,638 reactions. Predict the reaction yield, written as a fraction of the theoretical maximum amount of product (1.0 means a 100% yield; for example, 0.34 means a 34% yield). The reactants are [F:1][C:2]1[CH:7]=[C:6]([F:8])[CH:5]=[CH:4][C:3]=1[CH:9]1[CH2:13][CH2:12][CH2:11][C:10]1=[O:14].[C:15](Cl)([N:17]=[C:18]=[O:19])=[O:16].C1(C)C=CC=CC=1. The catalyst is C(OCC)(=O)C. The product is [F:1][C:2]1[CH:7]=[C:6]([F:8])[CH:5]=[CH:4][C:3]=1[CH:9]1[C:10]2[O:14][C:18](=[O:19])[NH:17][C:15](=[O:16])[C:11]=2[CH2:12][CH2:13]1. The yield is 0.364.